From a dataset of Full USPTO retrosynthesis dataset with 1.9M reactions from patents (1976-2016). Predict the reactants needed to synthesize the given product. (1) Given the product [CH3:1][N:2]([CH3:7])[CH2:3][CH2:4][N:5]([CH3:6])[C:16]([C:17]1[CH:18]=[CH:19][C:20]([O:23][C:24](=[O:33])[N:25]([CH3:32])[C:26]2[CH:27]=[CH:28][CH:29]=[CH:30][CH:31]=2)=[CH:21][CH:22]=1)=[O:34], predict the reactants needed to synthesize it. The reactants are: [CH3:1][N:2]([CH3:7])[CH2:3][CH2:4][NH:5][CH3:6].O=C1CCC(=O)N1O[C:16](=[O:34])[C:17]1[CH:22]=[CH:21][C:20]([O:23][C:24](=[O:33])[N:25]([CH3:32])[C:26]2[CH:31]=[CH:30][CH:29]=[CH:28][CH:27]=2)=[CH:19][CH:18]=1. (2) Given the product [Br:33][CH2:34][CH2:35][N:11]1[C:10]2[N:9]=[C:8]([O:19][C:20]3[CH:25]=[CH:24][CH:23]=[C:22]([O:26][C:27]([F:30])([F:28])[F:29])[CH:21]=3)[N:7]([CH2:6][C:5]3[CH:4]=[CH:3][C:2]([Cl:1])=[CH:32][CH:31]=3)[C:15]=2[C:14](=[O:16])[N:13]([CH3:17])[C:12]1=[O:18], predict the reactants needed to synthesize it. The reactants are: [Cl:1][C:2]1[CH:32]=[CH:31][C:5]([CH2:6][N:7]2[C:15]3[C:14](=[O:16])[N:13]([CH3:17])[C:12](=[O:18])[NH:11][C:10]=3[N:9]=[C:8]2[O:19][C:20]2[CH:25]=[CH:24][CH:23]=[C:22]([O:26][C:27]([F:30])([F:29])[F:28])[CH:21]=2)=[CH:4][CH:3]=1.[Br:33][CH2:34][CH2:35]Br.C(=O)([O-])[O-].[K+].[K+]. (3) The reactants are: Br[C:2]1[N:7]=[C:6](/[CH:8]=[C:9](\[C:31]#[N:32])/[C:10]([NH:12][CH:13]([C:17]2[CH:22]=[CH:21][C:20]([O:23][CH2:24][CH2:25][N:26]([CH2:29][CH3:30])[CH2:27][CH3:28])=[CH:19][CH:18]=2)[CH2:14][CH2:15][CH3:16])=[O:11])[CH:5]=[CH:4][CH:3]=1.[F:33]C1N=C(C=O)C=CC=1.C(CC(NC(C1C=CC(OCCN2CCCC2)=CC=1)CCC)=O)#N. Given the product [C:31](/[C:9](=[CH:8]\[C:6]1[CH:5]=[CH:4][CH:3]=[C:2]([F:33])[N:7]=1)/[C:10]([NH:12][CH:13]([C:17]1[CH:22]=[CH:21][C:20]([O:23][CH2:24][CH2:25][N:26]2[CH2:29][CH2:30][CH2:28][CH2:27]2)=[CH:19][CH:18]=1)[CH2:14][CH2:15][CH3:16])=[O:11])#[N:32], predict the reactants needed to synthesize it. (4) Given the product [C:31]([N:11]([CH2:10][C:8]1[CH:7]=[CH:6][C:5]2[O:1][CH2:2][O:3][C:4]=2[CH:9]=1)[CH2:12][CH2:13][CH:14]1[CH2:19][CH2:18][CH2:17][CH2:16][N:15]1[C:20]1[CH:25]=[CH:24][N:23]=[C:22]([N:26]2[CH:30]=[CH:29][N:28]=[CH:27]2)[N:21]=1)(=[O:33])[CH3:32], predict the reactants needed to synthesize it. The reactants are: [O:1]1[C:5]2[CH:6]=[CH:7][C:8]([CH2:10][NH:11][CH2:12][CH2:13][CH:14]3[CH2:19][CH2:18][CH2:17][CH2:16][N:15]3[C:20]3[CH:25]=[CH:24][N:23]=[C:22]([N:26]4[CH:30]=[CH:29][N:28]=[CH:27]4)[N:21]=3)=[CH:9][C:4]=2[O:3][CH2:2]1.[C:31](OC(=O)C)(=[O:33])[CH3:32]. (5) The reactants are: [NH2:1][CH2:2][CH2:3][CH2:4][N:5]1[C:14]2[C:9](=[N:10][CH:11]=[C:12]([CH2:15][C:16]3[CH:21]=[CH:20][C:19]([F:22])=[CH:18][CH:17]=3)[CH:13]=2)[C:8]([OH:23])=[C:7]([C:24]([NH:26][CH2:27][CH2:28][O:29][CH2:30][CH3:31])=[O:25])[C:6]1=[O:32].[N:33]1([C:39](Cl)=[O:40])[CH2:38][CH2:37][O:36][CH2:35][CH2:34]1. Given the product [CH2:30]([O:29][CH2:28][CH2:27][NH:26][C:24]([C:7]1[C:6](=[O:32])[N:5]([CH2:4][CH2:3][CH2:2][NH:1][C:39]([N:33]2[CH2:38][CH2:37][O:36][CH2:35][CH2:34]2)=[O:40])[C:14]2[C:9]([C:8]=1[OH:23])=[N:10][CH:11]=[C:12]([CH2:15][C:16]1[CH:17]=[CH:18][C:19]([F:22])=[CH:20][CH:21]=1)[CH:13]=2)=[O:25])[CH3:31], predict the reactants needed to synthesize it.